This data is from Forward reaction prediction with 1.9M reactions from USPTO patents (1976-2016). The task is: Predict the product of the given reaction. (1) Given the reactants BrC1C=C(C=CC=1)/[CH:5]=[N:6]/[N:7]=[CH:8]/[C:9]1[CH:14]=[CH:13][CH:12]=[C:11]([Br:15])[CH:10]=1.[Cl-].[Al+3].[Cl-].[Cl-].[Br-].[Al+3].[Br-].[Br-], predict the reaction product. The product is: [Br:15][C:11]1[CH:12]=[CH:13][CH:14]=[C:9]2[C:10]=1[CH:5]=[N:6][N:7]=[CH:8]2. (2) Given the reactants [CH3:1][O:2][C:3]1[CH:8]=[CH:7][CH:6]=[CH:5][C:4]=1[N:9]([CH2:20][C:21](O)=[O:22])[S:10]([C:13]1[C:14]([CH3:19])=[CH:15][CH:16]=[CH:17][CH:18]=1)(=[O:12])=[O:11].[CH2:24]([NH:26][CH2:27][C:28]1[N:29]([CH3:33])[CH:30]=[CH:31][CH:32]=1)[CH3:25], predict the reaction product. The product is: [CH2:24]([N:26]([CH2:27][C:28]1[N:29]([CH3:33])[CH:30]=[CH:31][CH:32]=1)[C:21](=[O:22])[CH2:20][N:9]([C:4]1[CH:5]=[CH:6][CH:7]=[CH:8][C:3]=1[O:2][CH3:1])[S:10]([C:13]1[C:14]([CH3:19])=[CH:15][CH:16]=[CH:17][CH:18]=1)(=[O:11])=[O:12])[CH3:25]. (3) Given the reactants Br.[Br:2][C:3]1[S:7][C:6]([NH2:8])=[N:5][CH:4]=1.N1C=CC=CC=1.[C:15](O[C:15]([O:17][C:18]([CH3:21])([CH3:20])[CH3:19])=[O:16])([O:17][C:18]([CH3:21])([CH3:20])[CH3:19])=[O:16], predict the reaction product. The product is: [Br:2][C:3]1[S:7][C:6]([NH:8][C:15](=[O:16])[O:17][C:18]([CH3:21])([CH3:20])[CH3:19])=[N:5][CH:4]=1. (4) Given the reactants [OH:1][C:2]1[CH:7]=[CH:6][C:5]([C:8]([C:10]2[CH:15]=[CH:14][C:13]([OH:16])=[CH:12][CH:11]=2)=O)=[CH:4][CH:3]=1.[CH2:17]([O:19][C:20](=[O:33])[CH2:21][O:22][C:23]1[CH:28]=[CH:27][CH:26]=[C:25]([C:29](=O)[CH2:30][CH3:31])[CH:24]=1)[CH3:18], predict the reaction product. The product is: [CH2:17]([O:19][C:20](=[O:33])[CH2:21][O:22][C:23]1[CH:28]=[CH:27][CH:26]=[C:25]([C:29]([CH2:30][CH3:31])=[C:8]([C:10]2[CH:15]=[CH:14][C:13]([OH:16])=[CH:12][CH:11]=2)[C:5]2[CH:6]=[CH:7][C:2]([OH:1])=[CH:3][CH:4]=2)[CH:24]=1)[CH3:18].